Dataset: Reaction yield outcomes from USPTO patents with 853,638 reactions. Task: Predict the reaction yield, written as a fraction of the theoretical maximum amount of product (1.0 means a 100% yield; for example, 0.34 means a 34% yield). (1) The reactants are C([O:8][C:9]1[CH:14]=[CH:13][C:12]([O:15][CH2:16][O:17][CH3:18])=[CH:11][N:10]=1)C1C=CC=CC=1. The catalyst is CCO.[Pd]. The product is [CH3:18][O:17][CH2:16][O:15][C:12]1[CH:13]=[CH:14][C:9]([OH:8])=[N:10][CH:11]=1. The yield is 1.00. (2) The reactants are [CH2:1]([C:3]1[N:4]([C:28]2[CH:33]=[CH:32][C:31]([OH:34])=[CH:30][CH:29]=2)[C:5](=[O:27])[C:6]([CH2:12][C:13]2[CH:18]=[CH:17][C:16]([C:19]3[C:20]([C:25]#[N:26])=[CH:21][CH:22]=[CH:23][CH:24]=3)=[CH:15][CH:14]=2)=[C:7]([CH2:9][CH2:10][CH3:11])[N:8]=1)[CH3:2].[Si]([O:42][C:43]([C@H:46]1[CH2:51][CH2:50][C@H:49](O)[CH2:48][CH2:47]1)([CH3:45])[CH3:44])(C(C)(C)C)(C)C.C1(P(C2C=CC=CC=2)C2C=CC=CC=2)C=CC=CC=1.[N:73]([C:74]([O:76]C(C)C)=[O:75])=[N:73][C:74]([O:76]C(C)C)=[O:75]. The catalyst is O1CCCC1.O.C(OCC)(=O)C. The product is [CH2:1]([C:3]1[N:4]([C:28]2[CH:33]=[CH:32][C:31]([O:34][C@H:49]3[CH2:48][CH2:47][C@@H:46]([C:43]([OH:42])([CH3:44])[CH3:45])[CH2:51][CH2:50]3)=[CH:30][CH:29]=2)[C:5](=[O:27])[C:6]([CH2:12][C:13]2[CH:18]=[CH:17][C:16]([C:19]3[CH:24]=[CH:23][CH:22]=[CH:21][C:20]=3[C:25]3[NH:73][C:74](=[O:75])[O:76][N:26]=3)=[CH:15][CH:14]=2)=[C:7]([CH2:9][CH2:10][CH3:11])[N:8]=1)[CH3:2]. The yield is 0.230. (3) The reactants are [CH3:1][O:2][C:3]1[CH:8]=[CH:7][CH:6]=[CH:5][C:4]=1[CH:9]([C:11]1[C:20]([N+:21]([O-:23])=[O:22])=[C:19]2[C:14]([CH:15]=[CH:16][CH:17]=[N:18]2)=[CH:13][CH:12]=1)[OH:10].C1C=C[NH+]=CC=1.C1C=C[NH+]=CC=1.[O-][Cr](O[Cr]([O-])(=O)=O)(=O)=O. The catalyst is C(Cl)Cl. The product is [CH3:1][O:2][C:3]1[CH:8]=[CH:7][CH:6]=[CH:5][C:4]=1[C:9]([C:11]1[C:20]([N+:21]([O-:23])=[O:22])=[C:19]2[C:14]([CH:15]=[CH:16][CH:17]=[N:18]2)=[CH:13][CH:12]=1)=[O:10]. The yield is 0.690. (4) The reactants are [CH3:1][CH:2]([CH3:25])[C@H:3]([NH:17]C(OC(C)(C)C)=O)[CH2:4][NH:5][C:6]([C:8]1[O:9][C:10]2[CH:16]=[CH:15][CH:14]=[CH:13][C:11]=2[CH:12]=1)=[O:7].[ClH:26].C(OCC)(=O)C. The catalyst is C(OCC)(=O)C. The product is [ClH:26].[CH3:1][CH:2]([CH3:25])[C@H:3]([NH2:17])[CH2:4][NH:5][C:6]([C:8]1[O:9][C:10]2[CH:16]=[CH:15][CH:14]=[CH:13][C:11]=2[CH:12]=1)=[O:7]. The yield is 0.950. (5) The reactants are [Cl-].O[NH3+:3].[C:4](=[O:7])([O-])[OH:5].[Na+].CS(C)=O.[CH2:13]([C:17]1[N:18]=[C:19]([CH3:49])[N:20]([C:40]2[CH:45]=[CH:44][CH:43]=[C:42]([CH:46]([OH:48])[CH3:47])[CH:41]=2)[C:21](=[O:39])[C:22]=1[CH2:23][C:24]1[CH:29]=[CH:28][C:27]([C:30]2[C:31]([C:36]#[N:37])=[CH:32][CH:33]=[CH:34][CH:35]=2)=[CH:26][C:25]=1[F:38])[CH2:14][CH2:15][CH3:16]. The catalyst is O.C(OCC)(=O)C. The product is [CH2:13]([C:17]1[N:18]=[C:19]([CH3:49])[N:20]([C:40]2[CH:45]=[CH:44][CH:43]=[C:42]([CH:46]([OH:48])[CH3:47])[CH:41]=2)[C:21](=[O:39])[C:22]=1[CH2:23][C:24]1[CH:29]=[CH:28][C:27]([C:30]2[CH:35]=[CH:34][CH:33]=[CH:32][C:31]=2[C:36]2[NH:3][C:4](=[O:7])[O:5][N:37]=2)=[CH:26][C:25]=1[F:38])[CH2:14][CH2:15][CH3:16]. The yield is 0.600. (6) The reactants are Br[C:2]1[CH:10]=[C:9]([C:11]([F:14])([F:13])[F:12])[CH:8]=[C:7]2[C:3]=1[CH:4]=[CH:5][N:6]2[CH:15]([CH3:17])[CH3:16].[C:18]([Zn]C#N)#[N:19].COC1C=CC=C(OC)C=1C1C=CC=CC=1P(C1CCCCC1)C1CCCCC1.[OH-].[Na+]. The catalyst is C1C=CC(/C=C/C(/C=C/C2C=CC=CC=2)=O)=CC=1.C1C=CC(/C=C/C(/C=C/C2C=CC=CC=2)=O)=CC=1.C1C=CC(/C=C/C(/C=C/C2C=CC=CC=2)=O)=CC=1.[Pd].[Pd].O.CN(C=O)C. The product is [CH:15]([N:6]1[C:7]2[CH:8]=[C:9]([C:11]([F:14])([F:13])[F:12])[CH:10]=[C:2]([C:18]#[N:19])[C:3]=2[CH:4]=[CH:5]1)([CH3:17])[CH3:16]. The yield is 0.770.